Dataset: Forward reaction prediction with 1.9M reactions from USPTO patents (1976-2016). Task: Predict the product of the given reaction. (1) Given the reactants [OH:1][C:2]1[CH:38]=[CH:37][C:5]([C:6]([CH2:8][CH2:9][CH2:10][NH:11][C:12]2[CH:17]=[C:16]([O:18][CH3:19])[CH:15]=[CH:14][C:13]=2[CH:20]2[CH2:29][CH2:28][C:27]3[CH:26]=[C:25]([O:30]C(=O)C(C)(C)C)[CH:24]=[CH:23][C:22]=3[CH2:21]2)=O)=[CH:4][CH:3]=1.Cl[CH2:40][CH2:41][N:42]1[CH2:48][CH2:47][CH2:46][CH2:45][CH2:44][CH2:43]1, predict the reaction product. The product is: [N:42]1([CH2:41][CH2:40][O:1][C:2]2[CH:3]=[CH:4][C:5]([CH2:6][CH2:8][CH2:9][CH2:10][NH:11][C:12]3[CH:17]=[C:16]([O:18][CH3:19])[CH:15]=[CH:14][C:13]=3[CH:20]3[CH2:29][CH2:28][C:27]4[CH:26]=[C:25]([OH:30])[CH:24]=[CH:23][C:22]=4[CH2:21]3)=[CH:37][CH:38]=2)[CH2:48][CH2:47][CH2:46][CH2:45][CH2:44][CH2:43]1. (2) The product is: [CH3:23][S:24]([OH:27])(=[O:26])=[O:25].[CH3:13][O:12][C:9]1[CH:10]=[CH:11][C:6]([CH2:5][CH2:4][CH2:3][CH2:2][N:14]2[CH:18]=[CH:17][N:16]=[N:15]2)=[CH:7][CH:8]=1. Given the reactants Cl[CH2:2][CH2:3][CH2:4][CH2:5][C:6]1[CH:11]=[CH:10][C:9]([O:12][CH3:13])=[CH:8][CH:7]=1.[NH:14]1[CH:18]=[CH:17][N:16]=[N:15]1.[I-].[K+].[OH-].[Na+].[CH3:23][S:24]([OH:27])(=[O:26])=[O:25].C(OCC)(=O)C.C(OC(C)C)(C)C, predict the reaction product. (3) Given the reactants [CH:1]([C:3]1[CH:4]=[C:5]([O:15][CH3:16])[C:6]([O:13][CH3:14])=[C:7]([CH:12]=1)[C:8]([O:10][CH3:11])=[O:9])=O.[NH2:17][C:18]1[CH:25]=[CH:24][C:21]([C:22]#[N:23])=[CH:20][CH:19]=1.C([N+]#[C-])C1C=CC=CC=1, predict the reaction product. The product is: [C:22]([C:21]1[CH:24]=[CH:25][C:18]([NH:17][CH:1]([C:8]([O:10][CH3:11])=[O:9])[C:3]2[CH:4]=[C:5]([O:15][CH3:16])[C:6]([O:13][CH3:14])=[C:7]([CH:12]=2)[C:8]([O:10][CH3:11])=[O:9])=[CH:19][CH:20]=1)#[N:23]. (4) Given the reactants C(OC([N:8]1[CH2:13][CH2:12][C:11]2[S:14][C:15]([C:17]([OH:19])=O)=[CH:16][C:10]=2[CH2:9]1)=O)(C)(C)C.FC(F)(F)C(O)=O.[Cl:27][C:28]1[CH:29]=[C:30]2[C:35](=[CH:36][CH:37]=1)[CH:34]=[C:33]([S:38]([NH:41][CH:42]1[CH2:47][CH2:46][NH:45][CH2:44][CH2:43]1)(=[O:40])=[O:39])[CH:32]=[CH:31]2, predict the reaction product. The product is: [ClH:27].[Cl:27][C:28]1[CH:29]=[C:30]2[C:35](=[CH:36][CH:37]=1)[CH:34]=[C:33]([S:38]([NH:41][CH:42]1[CH2:47][CH2:46][N:45]([C:17]([C:15]3[S:14][C:11]4[CH2:12][CH2:13][NH:8][CH2:9][C:10]=4[CH:16]=3)=[O:19])[CH2:44][CH2:43]1)(=[O:39])=[O:40])[CH:32]=[CH:31]2. (5) The product is: [C:22]1([NH:18][C:14]([C:11]2[CH:12]=[N:13][C:8]([C:5]3[CH:4]=[CH:3][C:2]([F:1])=[CH:7][CH:6]=3)=[N:9][CH:10]=2)=[O:16])[CH:23]=[CH:24][CH:25]=[CH:26][CH:21]=1. Given the reactants [F:1][C:2]1[CH:7]=[CH:6][C:5]([C:8]2[N:13]=[CH:12][C:11]([C:14]([OH:16])=O)=[CH:10][N:9]=2)=[CH:4][CH:3]=1.O[N:18]1[C:22]2[CH:23]=[CH:24][CH:25]=[CH:26][C:21]=2N=N1.C1CCC(N=C=NC2CCCCC2)CC1.NC1C=CC=CC=1.C(O)C(N)(CO)CO, predict the reaction product. (6) Given the reactants [N:1]1([C:7]2[C:8]3[N:9]([N:13]=[C:14]([NH2:16])[N:15]=3)[CH:10]=[CH:11][CH:12]=2)[CH2:6][CH2:5][O:4][CH2:3][CH2:2]1.[CH3:17][C:18]1[N:23]=[CH:22][N:21]=[C:20]([N:24]2[CH2:29][CH2:28][C:27](=O)[CH2:26][CH2:25]2)[CH:19]=1.C(Cl)Cl, predict the reaction product. The product is: [CH3:17][C:18]1[N:23]=[CH:22][N:21]=[C:20]([N:24]2[CH2:29][CH2:28][CH:27]([NH:16][C:14]3[N:15]=[C:8]4[C:7]([N:1]5[CH2:2][CH2:3][O:4][CH2:5][CH2:6]5)=[CH:12][CH:11]=[CH:10][N:9]4[N:13]=3)[CH2:26][CH2:25]2)[CH:19]=1.